This data is from Reaction yield outcomes from USPTO patents with 853,638 reactions. The task is: Predict the reaction yield, written as a fraction of the theoretical maximum amount of product (1.0 means a 100% yield; for example, 0.34 means a 34% yield). The reactants are [N+:1]([C:4]1[CH:8]=[CH:7][N:6]([CH2:9][CH2:10][CH3:11])[N:5]=1)([O-])=O.CO.[H][H]. The catalyst is C(OCC)(=O)C.[Pd]. The product is [CH2:9]([N:6]1[CH:7]=[CH:8][C:4]([NH2:1])=[N:5]1)[CH2:10][CH3:11]. The yield is 0.730.